From a dataset of Forward reaction prediction with 1.9M reactions from USPTO patents (1976-2016). Predict the product of the given reaction. (1) Given the reactants [CH3:1][O:2][C:3]1[CH:8]=[CH:7][CH:6]=[CH:5][C:4]=1[C:9]([CH3:18])([C:15](=O)[CH3:16])[C:10](OCC)=[O:11].O.[NH2:20][NH2:21], predict the reaction product. The product is: [CH3:1][O:2][C:3]1[CH:8]=[CH:7][CH:6]=[CH:5][C:4]=1[C:9]1([CH3:18])[C:10](=[O:11])[NH:21][N:20]=[C:15]1[CH3:16]. (2) Given the reactants [C:1]([N:4]1[CH2:9][CH2:8][N:7]([C:10]2[CH:15]=[CH:14][C:13]([OH:16])=[CH:12][CH:11]=2)[CH2:6][CH2:5]1)(=[O:3])[CH3:2].C(=O)(O)[O-].[K+].Br[CH2:23][CH2:24][CH2:25][CH2:26][CH2:27][CH3:28].O, predict the reaction product. The product is: [C:1]([N:4]1[CH2:5][CH2:6][N:7]([C:10]2[CH:15]=[CH:14][C:13]([O:16][CH2:23][CH2:24][CH2:25][CH2:26][CH2:27][CH3:28])=[CH:12][CH:11]=2)[CH2:8][CH2:9]1)(=[O:3])[CH3:2]. (3) The product is: [Br:24][C:3]1[CH:4]=[C:5]2[N:10]([C@H:11]([C:14]([CH3:21])([CH3:22])[O:15][SiH2:16][C:17]([CH3:18])([CH3:20])[CH3:19])[CH2:12][CH3:13])[CH:9]=[C:8]([CH3:23])[C:6]2=[N:7][C:2]=1[C:38]1[C:33]([O:32][CH3:31])=[N:34][C:35]([CH:42]([CH3:44])[CH3:43])=[CH:36][CH:37]=1. Given the reactants Br[C:2]1[N:7]=[C:6]2[C:8]([CH3:23])=[CH:9][N:10]([C@H:11]([C:14]([CH3:22])([CH3:21])[O:15][SiH2:16][C:17]([CH3:20])([CH3:19])[CH3:18])[CH2:12][CH3:13])[C:5]2=[CH:4][C:3]=1[Br:24].C([O-])([O-])=O.[K+].[K+].[CH3:31][O:32][C:33]1[C:38](B(O)O)=[CH:37][CH:36]=[C:35]([CH:42]([CH3:44])[CH3:43])[N:34]=1, predict the reaction product. (4) Given the reactants [CH3:1][O:2][CH2:3][CH2:4][S:5](Cl)(=[O:7])=[O:6].[Cl:9][C:10]1[C:11]([CH2:20][O:21][C:22]2[CH:27]=[CH:26][C:25]([Cl:28])=[C:24]([F:29])[CH:23]=2)=[CH:12][C:13]2[O:17][N:16]=[C:15]([NH2:18])[C:14]=2[CH:19]=1.C(N(CC)CC)C, predict the reaction product. The product is: [Cl:9][C:10]1[C:11]([CH2:20][O:21][C:22]2[CH:27]=[CH:26][C:25]([Cl:28])=[C:24]([F:29])[CH:23]=2)=[CH:12][C:13]2[O:17][N:16]=[C:15]([NH:18][S:5]([CH2:4][CH2:3][O:2][CH3:1])(=[O:7])=[O:6])[C:14]=2[CH:19]=1. (5) Given the reactants CO[C:3](=[O:12])[C:4]1[CH:9]=[C:8](Br)[C:7](Cl)=[N:6][CH:5]=1.[Cl:13][C:14]1[CH:19]=[CH:18][C:17](B(O)O)=[CH:16][CH:15]=1.[NH2:23][CH2:24][C:25]([CH:28]1[CH2:30][CH2:29]1)([OH:27])[CH3:26].[CH3:31][O:32][CH2:33][CH2:34][OH:35], predict the reaction product. The product is: [Cl:13][C:14]1[CH:19]=[CH:18][C:17]([C:8]2[C:7]([O:35][CH2:34][CH2:33][O:32][CH3:31])=[N:6][CH:5]=[C:4]([CH:9]=2)[C:3]([NH:23][CH2:24][C:25]([CH:28]2[CH2:30][CH2:29]2)([OH:27])[CH3:26])=[O:12])=[CH:16][CH:15]=1. (6) The product is: [CH:1]1([C:7]2([CH3:15])[C:11](=[O:12])[N:10]([CH2:17][C:18](=[O:19])[C:20]3[CH:25]=[CH:24][CH:23]=[CH:22][CH:21]=3)[N:9]=[C:8]2[CH2:13][CH3:14])[CH2:2][CH2:3][CH2:4][CH2:5][CH2:6]1. Given the reactants [CH:1]1([C:7]2([CH3:15])[C:11](=[O:12])[NH:10][N:9]=[C:8]2[CH2:13][CH3:14])[CH2:6][CH2:5][CH2:4][CH2:3][CH2:2]1.Br[CH2:17][C:18]([C:20]1[CH:25]=[CH:24][CH:23]=[CH:22][CH:21]=1)=[O:19], predict the reaction product. (7) Given the reactants [F:1][CH2:2][C:3]1([S:6]([NH:9][C:10]([C@@:12]23[CH2:27][C@H:26]2[CH:25]=[CH:24][CH2:23][CH2:22][CH:21]([CH3:28])[CH2:20][C@@H:19]([CH3:29])[C@H:18]([NH:30][C:31](=[O:37])[O:32][C:33]([CH3:36])([CH3:35])[CH3:34])[C:17](=[O:38])[N:16]2[CH2:39][C@H:40]([OH:42])[CH2:41][C@H:15]2[C:14](=[O:43])[NH:13]3)=[O:11])(=[O:8])=[O:7])[CH2:5][CH2:4]1.Cl[C:45]1[C:54]2[C:49](=[CH:50][C:51]([O:55][CH3:56])=[CH:52][CH:53]=2)[N:48]=[C:47]([C:57]2[CH:62]=[CH:61][C:60]([O:63][CH:64]([CH3:66])[CH3:65])=[CH:59][CH:58]=2)[CH:46]=1.CC([O-])(C)C.[K+], predict the reaction product. The product is: [F:1][CH2:2][C:3]1([S:6]([NH:9][C:10]([C@@:12]23[CH2:27][C@H:26]2[CH:25]=[CH:24][CH2:23][CH2:22][CH:21]([CH3:28])[CH2:20][C@@H:19]([CH3:29])[C@H:18]([NH:30][C:31](=[O:37])[O:32][C:33]([CH3:36])([CH3:34])[CH3:35])[C:17](=[O:38])[N:16]2[CH2:39][C@H:40]([O:42][C:45]4[C:54]5[C:49](=[CH:50][C:51]([O:55][CH3:56])=[CH:52][CH:53]=5)[N:48]=[C:47]([C:57]5[CH:62]=[CH:61][C:60]([O:63][CH:64]([CH3:66])[CH3:65])=[CH:59][CH:58]=5)[CH:46]=4)[CH2:41][C@H:15]2[C:14](=[O:43])[NH:13]3)=[O:11])(=[O:7])=[O:8])[CH2:5][CH2:4]1.